This data is from Catalyst prediction with 721,799 reactions and 888 catalyst types from USPTO. The task is: Predict which catalyst facilitates the given reaction. (1) Reactant: [CH3:1][N:2]([C:10]1[N:15]=[CH:14][C:13]([C:16]2[CH:21]=[C:20]([O:22][C:23]3[CH:24]=[N:25][C:26]([NH:29][C:30]([NH:32][C:33](=[O:38])[C:34]([CH3:37])([CH3:36])[CH3:35])=[O:31])=[CH:27][CH:28]=3)[CH:19]=[CH:18][N:17]=2)=[CH:12][CH:11]=1)C(=O)OC(C)(C)C.C(O)(C(F)(F)F)=O. Product: [CH3:1][NH:2][C:10]1[N:15]=[CH:14][C:13]([C:16]2[CH:21]=[C:20]([O:22][C:23]3[CH:28]=[CH:27][C:26]([NH:29][C:30]([NH:32][C:33](=[O:38])[C:34]([CH3:36])([CH3:35])[CH3:37])=[O:31])=[N:25][CH:24]=3)[CH:19]=[CH:18][N:17]=2)=[CH:12][CH:11]=1. The catalyst class is: 2. (2) Reactant: [Cl:1][C:2]1[CH:3]=[C:4]([N:12]([CH2:20][CH3:21])[C@H:13]2[C@H:17]([O:18][CH3:19])[CH2:16][O:15][CH2:14]2)[C:5]([CH3:11])=[C:6]([CH:10]=1)[C:7]([OH:9])=O.[CH3:22][O:23][C:24]1[N:28]([CH3:29])[N:27]=[C:26]([CH3:30])[C:25]=1[CH2:31][NH2:32].C(N(CC)CC)C.C1CN([P+](ON2N=NC3C=CC=CC2=3)(N2CCCC2)N2CCCC2)CC1.F[P-](F)(F)(F)(F)F. Product: [Cl:1][C:2]1[CH:3]=[C:4]([N:12]([CH2:20][CH3:21])[C@H:13]2[C@H:17]([O:18][CH3:19])[CH2:16][O:15][CH2:14]2)[C:5]([CH3:11])=[C:6]([CH:10]=1)[C:7]([NH:32][CH2:31][C:25]1[C:26]([CH3:30])=[N:27][N:28]([CH3:29])[C:24]=1[O:23][CH3:22])=[O:9]. The catalyst class is: 16. (3) Reactant: [CH3:1][C:2]1[N:6]([CH:7]2[CH2:12][CH2:11][O:10][CH2:9][CH2:8]2)[C:5]2[CH:13]=[CH:14][C:15]([C:17]([OH:19])=O)=[CH:16][C:4]=2[N:3]=1.S(Cl)(Cl)=O.[NH2:24][C:25]1[CH:30]=[C:29]([O:31][C:32]([F:35])([F:34])[F:33])[CH:28]=[CH:27][C:26]=1O.C(N(CC)CC)C.CS(O)(=O)=O.C(=O)([O-])O.[Na+]. Product: [F:33][C:32]([F:34])([F:35])[O:31][C:29]1[CH:28]=[CH:27][C:26]2[O:19][C:17]([C:15]3[CH:14]=[CH:13][C:5]4[N:6]([CH:7]5[CH2:8][CH2:9][O:10][CH2:11][CH2:12]5)[C:2]([CH3:1])=[N:3][C:4]=4[CH:16]=3)=[N:24][C:25]=2[CH:30]=1. The catalyst class is: 132. (4) Reactant: [OH:1][C:2]1[CH:3]=[CH:4][C:5]([C:15](=[O:36])[C:16]2[CH:21]=[CH:20][C:19]([O:22][CH2:23][C:24]3[N:25]=[C:26]([C:30]4[CH:35]=[CH:34][CH:33]=[CH:32][CH:31]=4)[O:27][C:28]=3[CH3:29])=[CH:18][CH:17]=2)=[C:6]([CH:14]=1)[O:7][CH2:8]C(OCC)=O.[CH2:37](I)[CH3:38].[C:40](=[O:43])([O-])[O-:41].[K+].[K+].CN(C)C=O. The catalyst class is: 6. Product: [CH2:37]([O:1][C:2]1[CH:3]=[CH:4][C:5]([C:15](=[O:36])[C:16]2[CH:21]=[CH:20][C:19]([O:22][CH2:23][C:24]3[N:25]=[C:26]([C:30]4[CH:31]=[CH:32][CH:33]=[CH:34][CH:35]=4)[O:27][C:28]=3[CH3:29])=[CH:18][CH:17]=2)=[C:6]([CH:14]=1)[O:7][CH2:8][C:40]([OH:41])=[O:43])[CH3:38].